Dataset: Catalyst prediction with 721,799 reactions and 888 catalyst types from USPTO. Task: Predict which catalyst facilitates the given reaction. (1) Reactant: [NH2:1][CH2:2][CH2:3][CH2:4][N:5]1[CH:9]=[C:8]([C:10]2[CH:15]=[CH:14][C:13]([CH2:16][CH3:17])=[CH:12][CH:11]=2)[C:7]([NH:18][C:19]([O:21][C:22]([CH3:25])([CH3:24])[CH3:23])=[O:20])=[CH:6]1.Cl[C:27]1[N:32]=[C:31]([NH2:33])[C:30]([N+:34]([O-:36])=[O:35])=[CH:29][CH:28]=1.CCN(C(C)C)C(C)C. The catalyst class is: 44. Product: [NH2:33][C:31]1[N:32]=[C:27]([NH:1][CH2:2][CH2:3][CH2:4][N:5]2[CH:9]=[C:8]([C:10]3[CH:15]=[CH:14][C:13]([CH2:16][CH3:17])=[CH:12][CH:11]=3)[C:7]([NH:18][C:19]([O:21][C:22]([CH3:24])([CH3:23])[CH3:25])=[O:20])=[CH:6]2)[CH:28]=[CH:29][C:30]=1[N+:34]([O-:36])=[O:35]. (2) Reactant: [Br:1][C:2]1[CH:9]=[C:8]([OH:10])[CH:7]=[CH:6][C:3]=1[C:4]#N.[H-].C([Al+]CC(C)C)C(C)C.C1(C)C=CC=CC=1.Cl.C1C[O:32]CC1. Product: [Br:1][C:2]1[CH:9]=[C:8]([OH:10])[CH:7]=[CH:6][C:3]=1[CH:4]=[O:32]. The catalyst class is: 124. (3) Reactant: [NH2:1][C:2]1([C:13]2[CH:18]=[CH:17][C:16]([CH:19]([CH3:21])[CH3:20])=[CH:15][C:14]=2[O:22][CH3:23])[C:10](=[O:11])[C:9]2[C:4](=[CH:5][CH:6]=[CH:7][CH:8]=2)[C:3]1=[O:12].[C:24](Cl)(=[O:26])[CH3:25].C(N(CC)CC)C. Product: [CH:19]([C:16]1[CH:17]=[CH:18][C:13]([C:2]2([NH:1][C:24](=[O:26])[CH3:25])[C:10](=[O:11])[C:9]3[C:4](=[CH:5][CH:6]=[CH:7][CH:8]=3)[C:3]2=[O:12])=[C:14]([O:22][CH3:23])[CH:15]=1)([CH3:21])[CH3:20]. The catalyst class is: 2. (4) Reactant: [CH2:1]([SH:8])[C:2]1[CH:7]=[CH:6][CH:5]=[CH:4][CH:3]=1.[Br:9][C:10]1[CH:15]=[CH:14][C:13]([N+:16]([O-:18])=[O:17])=[C:12](F)[CH:11]=1.C(=O)([O-])[O-].[Cs+].[Cs+]. The catalyst class is: 3. Product: [Br:9][C:10]1[CH:15]=[CH:14][C:13]([N+:16]([O-:18])=[O:17])=[C:12]([S:8][CH2:1][C:2]2[CH:7]=[CH:6][CH:5]=[CH:4][CH:3]=2)[CH:11]=1. (5) Reactant: [Cl:1][C:2]1[CH:10]=[CH:9][C:8]([C:11]2[N:12]([C:22]([O:24][C:25]([CH3:28])([CH3:27])[CH3:26])=[O:23])[C:13]3[C:18]([CH:19]=2)=[CH:17][C:16]([CH:20]=O)=[CH:15][CH:14]=3)=[C:7]2[C:3]=1[CH2:4][NH:5][C:6]2=[O:29].[NH:30]1[CH2:38][CH2:37][CH:33]([C:34](N)=[O:35])[CH2:32][CH2:31]1.[C:39](O)(=[O:41])C.C(O[BH-](OC(=O)C)OC(=O)C)(=O)C.[Na+].C(=O)([O-])[O-].[Na+].[Na+]. Product: [Cl:1][C:2]1[CH:10]=[CH:9][C:8]([C:11]2[N:12]([C:22]([O:24][C:25]([CH3:26])([CH3:27])[CH3:28])=[O:23])[C:13]3[C:18]([CH:19]=2)=[CH:17][C:16]([CH2:20][N:30]2[CH2:38][CH2:37][CH:33]([C:34]([O:41][CH3:39])=[O:35])[CH2:32][CH2:31]2)=[CH:15][CH:14]=3)=[C:7]2[C:3]=1[CH2:4][NH:5][C:6]2=[O:29]. The catalyst class is: 47. (6) Reactant: [CH:1]([NH:4][C:5]1[N:13]=[CH:12][C:11]([C:14]([F:17])([F:16])[F:15])=[CH:10][C:6]=1[C:7]([OH:9])=O)([CH3:3])[CH3:2].[CH3:18][C:19]([NH2:23])([C:21]#[CH:22])[CH3:20].CCN=C=NCCCN(C)C.CCN(C(C)C)C(C)C.C1C=CC2N(O)N=NC=2C=1. Product: [CH:1]([NH:4][C:5]1[N:13]=[CH:12][C:11]([C:14]([F:17])([F:16])[F:15])=[CH:10][C:6]=1[C:7]([NH:23][C:19]([CH3:20])([C:21]#[CH:22])[CH3:18])=[O:9])([CH3:2])[CH3:3]. The catalyst class is: 18.